Dataset: NCI-60 drug combinations with 297,098 pairs across 59 cell lines. Task: Regression. Given two drug SMILES strings and cell line genomic features, predict the synergy score measuring deviation from expected non-interaction effect. (1) Drug 1: CC1CCC2CC(C(=CC=CC=CC(CC(C(=O)C(C(C(=CC(C(=O)CC(OC(=O)C3CCCCN3C(=O)C(=O)C1(O2)O)C(C)CC4CCC(C(C4)OC)O)C)C)O)OC)C)C)C)OC. Drug 2: C(CN)CNCCSP(=O)(O)O. Cell line: NCI-H322M. Synergy scores: CSS=6.47, Synergy_ZIP=-0.784, Synergy_Bliss=-0.000876, Synergy_Loewe=4.48, Synergy_HSA=-0.525. (2) Drug 1: C1=C(C(=O)NC(=O)N1)N(CCCl)CCCl. Synergy scores: CSS=20.1, Synergy_ZIP=-1.89, Synergy_Bliss=2.20, Synergy_Loewe=-4.68, Synergy_HSA=-4.03. Cell line: SK-MEL-5. Drug 2: CCN(CC)CCNC(=O)C1=C(NC(=C1C)C=C2C3=C(C=CC(=C3)F)NC2=O)C.